From a dataset of Forward reaction prediction with 1.9M reactions from USPTO patents (1976-2016). Predict the product of the given reaction. (1) Given the reactants [N+:1]([C:4]1[CH:11]=[CH:10][C:7]([CH2:8][Cl:9])=[CH:6][CH:5]=1)([O-:3])=[O:2].[NH:12]1[CH2:17][CH2:16][NH:15][CH2:14][CH2:13]1, predict the reaction product. The product is: [ClH:9].[ClH:9].[N+:1]([C:4]1[CH:11]=[CH:10][C:7]([CH2:8][N:12]2[CH2:17][CH2:16][NH:15][CH2:14][CH2:13]2)=[CH:6][CH:5]=1)([O-:3])=[O:2]. (2) Given the reactants [OH-].[Na+].[F:3][C:4]1([C:11]([O:13]CC)=[O:12])[CH:9]2[CH:5]1[CH2:6][CH2:7][C:8]2=[O:10].Cl, predict the reaction product. The product is: [F:3][C:4]1([C:11]([OH:13])=[O:12])[CH:9]2[CH:5]1[CH2:6][CH2:7][C:8]2=[O:10]. (3) Given the reactants [C:1]([O:5][C:6](=[O:18])[NH:7][C:8]1([C:11]2[CH:16]=[CH:15][C:14](I)=[CH:13][N:12]=2)[CH2:10][CH2:9]1)([CH3:4])([CH3:3])[CH3:2].[CH3:19][S-:20].[Na+].CC1(C)C2C(=C(P(C3C=CC=CC=3)C3C=CC=CC=3)C=CC=2)OC2C(P(C3C=CC=CC=3)C3C=CC=CC=3)=CC=CC1=2.CCN(CC)CC, predict the reaction product. The product is: [C:1]([O:5][C:6](=[O:18])[NH:7][C:8]1([C:11]2[CH:16]=[CH:15][C:14]([S:20][CH3:19])=[CH:13][N:12]=2)[CH2:10][CH2:9]1)([CH3:4])([CH3:3])[CH3:2]. (4) Given the reactants [CH3:1][O:2][C:3]1[C:12]([NH:13][C:14](=[O:18])OCC)=[N:11][C:10]2[C:5](=[CH:6][CH:7]=[C:8]([CH3:19])[CH:9]=2)[N:4]=1.[Cl:20][C:21]1[CH:26]=[CH:25][CH:24]=[CH:23][C:22]=1[N:27]1[CH2:32][CH2:31][NH:30][CH2:29][CH2:28]1, predict the reaction product. The product is: [CH3:1][O:2][C:3]1[C:12]([NH:13][C:14]([N:30]2[CH2:29][CH2:28][N:27]([C:22]3[CH:23]=[CH:24][CH:25]=[CH:26][C:21]=3[Cl:20])[CH2:32][CH2:31]2)=[O:18])=[N:11][C:10]2[C:5](=[CH:6][CH:7]=[C:8]([CH3:19])[CH:9]=2)[N:4]=1. (5) Given the reactants C(OC1C(C(O)=O)=NC(CC2([C:2]3[CH:7]=[CH:6][CH:5]=[CH:4][CH:3]=3)CCCC2)=NC=1O)[C:2]1[CH:7]=[CH:6][CH:5]=[CH:4][CH:3]=1.[Si](OCCNC)(C(C)(C)C)(C)C.[Si:43]([O:50][CH2:51][CH2:52][N:53]([CH3:84])[C:54]([C:56]1[C:61]([O:62][CH2:63][C:64]2[CH:69]=[CH:68][CH:67]=[CH:66][CH:65]=2)=[C:60]([OH:70])[N:59]=[C:58]([CH2:71][C:72]2[CH:77]=[CH:76][CH:75]=[CH:74]C=2C2C=CC=CC=2)[N:57]=1)=[O:55])([C:46]([CH3:49])([CH3:48])[CH3:47])([CH3:45])[CH3:44], predict the reaction product. The product is: [Si:43]([O:50][CH2:51][CH2:52][N:53]([CH3:84])[C:54]([C:56]1[C:61]([O:62][CH2:63][C:64]2[CH:69]=[CH:68][CH:67]=[CH:66][CH:65]=2)=[C:60]([OH:70])[N:59]=[C:58]([CH2:71][C:72]2([C:2]3[CH:7]=[CH:6][CH:5]=[CH:4][CH:3]=3)[CH2:74][CH2:75][CH2:76][CH2:77]2)[N:57]=1)=[O:55])([C:46]([CH3:49])([CH3:48])[CH3:47])([CH3:44])[CH3:45]. (6) Given the reactants Cl.[F:2][C:3]1[CH:8]=[CH:7][C:6]([NH:9][C:10](=[O:13])[NH:11][NH2:12])=[CH:5][CH:4]=1.[O:14]=[C:15]1[C:23](=O)[C:22]2[C:17](=[CH:18][CH:19]=[C:20]([S:25][CH2:26][CH2:27][CH2:28][C:29]3[CH:37]=[CH:36][C:32]([C:33]([OH:35])=[O:34])=[CH:31][CH:30]=3)[CH:21]=2)[N:16]1[CH2:38][CH2:39][CH2:40][CH2:41][CH2:42][CH3:43], predict the reaction product. The product is: [F:2][C:3]1[CH:4]=[CH:5][C:6]([NH:9][C:10]([NH:11][N:12]=[C:23]2[C:22]3[C:17](=[CH:18][CH:19]=[C:20]([S:25][CH2:26][CH2:27][CH2:28][C:29]4[CH:30]=[CH:31][C:32]([C:33]([OH:35])=[O:34])=[CH:36][CH:37]=4)[CH:21]=3)[N:16]([CH2:38][CH2:39][CH2:40][CH2:41][CH2:42][CH3:43])[C:15]2=[O:14])=[O:13])=[CH:7][CH:8]=1. (7) Given the reactants [N+:1]([C:4]1[CH:5]=[C:6]([C:11]2[O:12][C:13]3[CH:19]=[CH:18][C:17]([CH3:20])=[CH:16][C:14]=3[N:15]=2)[C:7](F)=[CH:8][CH:9]=1)([O-:3])=[O:2].[CH2:21]([NH2:24])[CH2:22][CH3:23], predict the reaction product. The product is: [N+:1]([C:4]1[CH:5]=[C:6]([C:11]2[O:12][C:13]3[CH:19]=[CH:18][C:17]([CH3:20])=[CH:16][C:14]=3[N:15]=2)[C:7]([NH:24][CH2:21][CH2:22][CH3:23])=[CH:8][CH:9]=1)([O-:3])=[O:2].